Dataset: Full USPTO retrosynthesis dataset with 1.9M reactions from patents (1976-2016). Task: Predict the reactants needed to synthesize the given product. (1) Given the product [Si:1]([O:8][CH2:9][C@@H:10](/[N:16]=[CH:19]/[C:20]([F:23])([F:22])[F:21])[CH2:11][C:12]([F:15])([F:14])[CH3:13])([C:4]([CH3:7])([CH3:6])[CH3:5])([CH3:3])[CH3:2], predict the reactants needed to synthesize it. The reactants are: [Si:1]([O:8][CH2:9][C@@H:10]([NH2:16])[CH2:11][C:12]([F:15])([F:14])[CH3:13])([C:4]([CH3:7])([CH3:6])[CH3:5])([CH3:3])[CH3:2].CO[CH:19](O)[C:20]([F:23])([F:22])[F:21]. (2) Given the product [Br:8][C:9]1[CH:10]=[CH:11][C:12]([O:4][CH2:3][CH:2]([CH3:5])[CH3:1])=[N:13][CH:14]=1, predict the reactants needed to synthesize it. The reactants are: [CH3:1][CH:2]([CH3:5])[CH2:3][OH:4].[H-].[Na+].[Br:8][C:9]1[CH:10]=[CH:11][C:12](F)=[N:13][CH:14]=1. (3) Given the product [ClH:5].[Cl:5][C:6]1[CH:11]=[CH:10][C:9]([C:12]2[S:33][C:15]3[C:16](=[O:32])[N:17]([C:20]4[CH:21]=[N:22][C:23]([O:26][C@@H:27]5[CH2:31][CH2:30][N:29]([CH:37]6[CH2:39][CH2:38]6)[CH2:28]5)=[CH:24][CH:25]=4)[CH:18]=[CH:19][C:14]=3[CH:13]=2)=[CH:8][CH:7]=1, predict the reactants needed to synthesize it. The reactants are: C([BH3-])#N.[Na+].[Cl:5][C:6]1[CH:11]=[CH:10][C:9]([C:12]2[S:33][C:15]3[C:16](=[O:32])[N:17]([C:20]4[CH:21]=[N:22][C:23]([O:26][C@@H:27]5[CH2:31][CH2:30][NH:29][CH2:28]5)=[CH:24][CH:25]=4)[CH:18]=[CH:19][C:14]=3[CH:13]=2)=[CH:8][CH:7]=1.C(O[C:37]1(O[Si](C)(C)C)[CH2:39][CH2:38]1)C.[Cl-].[NH4+].